This data is from Reaction yield outcomes from USPTO patents with 853,638 reactions. The task is: Predict the reaction yield, written as a fraction of the theoretical maximum amount of product (1.0 means a 100% yield; for example, 0.34 means a 34% yield). (1) The reactants are C(N(CC1C=CC=CC=1)[C@H]1CCN(CCO)C[C@H]1OC)C1C=CC=CC=1.[OH:27][CH2:28][CH2:29][N:30]1[CH2:35][CH2:34][C@@H:33]([NH:36][C:37](=[O:43])[O:38][C:39]([CH3:42])([CH3:41])[CH3:40])[C@@H:32]([O:44][CH3:45])[CH2:31]1. No catalyst specified. The product is [OH:27][CH2:28][CH2:29][N:30]1[CH2:35][CH2:34][C@H:33]([NH:36][C:37](=[O:43])[O:38][C:39]([CH3:40])([CH3:41])[CH3:42])[C@H:32]([O:44][CH3:45])[CH2:31]1. The yield is 0.680. (2) The reactants are C(N(CC)CC)C.Cl.[CH:9]([O:12][C:13]([N:15]1[CH2:20][CH2:19][CH:18]([NH:21][NH2:22])[CH2:17][CH2:16]1)=[O:14])([CH3:11])[CH3:10].[Cl:23][C:24]1[C:29]([C:30](=O)[CH3:31])=[C:28](Cl)[N:27]=[CH:26][N:25]=1. The catalyst is C1(C)C=CC=CC=1. The product is [CH:9]([O:12][C:13]([N:15]1[CH2:16][CH2:17][CH:18]([N:21]2[C:28]3=[N:27][CH:26]=[N:25][C:24]([Cl:23])=[C:29]3[C:30]([CH3:31])=[N:22]2)[CH2:19][CH2:20]1)=[O:14])([CH3:11])[CH3:10]. The yield is 0.330. (3) The reactants are [Br:1][C:2]1[N:7]=[C:6]([NH2:8])[CH:5]=[CH:4][CH:3]=1.[H-].[Na+].CS(O[CH2:16][CH:17]1[CH2:22][O:21][C:20]([CH3:24])([CH3:23])[CH2:19][O:18]1)(=O)=O.NC1C=CC=CN=1. The catalyst is CN(C=O)C.CCOC(C)=O. The product is [Br:1][C:2]1[N:7]=[C:6]([NH:8][CH2:16][CH:17]2[CH2:22][O:21][C:20]([CH3:24])([CH3:23])[CH2:19][O:18]2)[CH:5]=[CH:4][CH:3]=1. The yield is 0.460. (4) The reactants are [C:1]([CH:4]1[CH2:10][CH:9]2[N:11]([C:12]([O:14][CH2:15][CH3:16])=[O:13])[CH:6]([CH2:7][CH2:8]2)[CH2:5]1)(=[O:3])[CH3:2]. The catalyst is COC(OC)N(C)C. The product is [CH3:9][N:11]([CH3:12])/[CH:6]=[CH:2]/[C:1]([CH:4]1[CH2:10][CH:9]2[N:11]([C:12]([O:14][CH2:15][CH3:16])=[O:13])[CH:6]([CH2:7][CH2:8]2)[CH2:5]1)=[O:3]. The yield is 0.500. (5) The reactants are [N:1]1([C:14]([O:16][C:17]([CH3:20])([CH3:19])[CH3:18])=[O:15])[CH2:5][C@@H:4]([C:6]([O:8]C)=[O:7])[CH2:3][C@H:2]1[C:10]([O:12][CH3:13])=[O:11].[OH-].[Na+].Cl. The catalyst is C1COCC1. The product is [C:17]([O:16][C:14]([N:1]1[C@H:2]([C:10]([O:12][CH3:13])=[O:11])[CH2:3][C@H:4]([C:6]([OH:8])=[O:7])[CH2:5]1)=[O:15])([CH3:20])([CH3:18])[CH3:19]. The yield is 0.700.